From a dataset of NCI-60 drug combinations with 297,098 pairs across 59 cell lines. Regression. Given two drug SMILES strings and cell line genomic features, predict the synergy score measuring deviation from expected non-interaction effect. (1) Drug 1: CCC1=CC2CC(C3=C(CN(C2)C1)C4=CC=CC=C4N3)(C5=C(C=C6C(=C5)C78CCN9C7C(C=CC9)(C(C(C8N6C)(C(=O)OC)O)OC(=O)C)CC)OC)C(=O)OC.C(C(C(=O)O)O)(C(=O)O)O. Drug 2: CCC1(CC2CC(C3=C(CCN(C2)C1)C4=CC=CC=C4N3)(C5=C(C=C6C(=C5)C78CCN9C7C(C=CC9)(C(C(C8N6C)(C(=O)OC)O)OC(=O)C)CC)OC)C(=O)OC)O.OS(=O)(=O)O. Cell line: MALME-3M. Synergy scores: CSS=47.9, Synergy_ZIP=-1.27, Synergy_Bliss=-1.07, Synergy_Loewe=2.12, Synergy_HSA=2.72. (2) Drug 1: CNC(=O)C1=CC=CC=C1SC2=CC3=C(C=C2)C(=NN3)C=CC4=CC=CC=N4. Drug 2: CN(C)N=NC1=C(NC=N1)C(=O)N. Cell line: M14. Synergy scores: CSS=-12.0, Synergy_ZIP=4.27, Synergy_Bliss=-4.45, Synergy_Loewe=-8.28, Synergy_HSA=-9.97. (3) Drug 1: CC(CN1CC(=O)NC(=O)C1)N2CC(=O)NC(=O)C2. Drug 2: C1CCC(CC1)NC(=O)N(CCCl)N=O. Cell line: HOP-92. Synergy scores: CSS=32.1, Synergy_ZIP=-9.14, Synergy_Bliss=-5.86, Synergy_Loewe=-7.33, Synergy_HSA=-2.77.